Task: Predict which catalyst facilitates the given reaction.. Dataset: Catalyst prediction with 721,799 reactions and 888 catalyst types from USPTO (1) Reactant: [O:1]1[C:5]2([CH2:10][CH2:9][C:8](=O)[CH2:7][CH2:6]2)[O:4][CH2:3][CH2:2]1.[CH2:12]([NH2:15])[CH2:13][CH3:14].C(O[BH-](OC(=O)C)OC(=O)C)(=O)C.[Na+]. Product: [CH2:12]([NH:15][CH:8]1[CH2:9][CH2:10][C:5]2([O:4][CH2:3][CH2:2][O:1]2)[CH2:6][CH2:7]1)[CH2:13][CH3:14]. The catalyst class is: 10. (2) Reactant: [C:1]([NH:13][C@H:14]([C:19]([OH:21])=O)[CH2:15][C:16](=[O:18])[NH2:17])(=[O:12])[C:2]1[CH:11]=[CH:10][C:9]2[C:4](=[CH:5][CH:6]=[CH:7][CH:8]=2)[N:3]=1.[CH:22]([N:25]([CH2:34][C@@H:35]([OH:45])[C@@H:36]([NH2:44])[CH2:37][C:38]1[CH:43]=[CH:42][CH:41]=[CH:40][CH:39]=1)[NH:26][C:27]([O:29][C:30]([CH3:33])([CH3:32])[CH3:31])=[O:28])([CH3:24])[CH3:23].F[P-](F)(F)(F)(F)F.[PH4+].ON1C2C=CC=CC=2N=N1.C(N(CC)C(C)C)(C)C. Product: [CH:22]([N:25]([CH2:34][C@@H:35]([OH:45])[C@@H:36]([NH:44][C:19](=[O:21])[C@H:14]([CH2:15][C:16](=[O:18])[NH2:17])[NH:13][C:1](=[O:12])[C:2]1[CH:11]=[CH:10][C:9]2[C:4](=[CH:5][CH:6]=[CH:7][CH:8]=2)[N:3]=1)[CH2:37][C:38]1[CH:39]=[CH:40][CH:41]=[CH:42][CH:43]=1)[NH:26][C:27]([O:29][C:30]([CH3:33])([CH3:31])[CH3:32])=[O:28])([CH3:24])[CH3:23]. The catalyst class is: 39. (3) Reactant: Cl[C:2]1[N:7]=[C:6]([C:8]2[CH:13]=[CH:12][N:11]=[C:10]([Cl:14])[CH:9]=2)[N:5]=[CH:4][N:3]=1.[CH3:15][O:16][C:17]1[N:22]=[CH:21][C:20]([NH2:23])=[CH:19][CH:18]=1.C(N(CC)C(C)C)(C)C.O. Product: [Cl:14][C:10]1[CH:9]=[C:8]([C:6]2[N:5]=[CH:4][N:3]=[C:2]([NH:23][C:20]3[CH:21]=[N:22][C:17]([O:16][CH3:15])=[CH:18][CH:19]=3)[N:7]=2)[CH:13]=[CH:12][N:11]=1. The catalyst class is: 16. (4) Reactant: C(Cl)Cl.[OH:4][C@@H:5]1[C@@:12]([CH3:19])([CH2:13][CH2:14][CH:15]=[C:16]([CH3:18])[CH3:17])[C@@H:11]2[C:20](=[O:21])[C@@:7]([CH2:25][CH:26]=[C:27]([CH3:29])[CH3:28])([C:8]([O:23][CH3:24])=[CH:9][C:10]2=[O:22])[CH2:6]1.N1C=CC=CC=1.[F:36][C:37]([F:50])([F:49])[S:38](O[S:38]([C:37]([F:50])([F:49])[F:36])(=[O:40])=[O:39])(=[O:40])=[O:39]. Product: [F:36][C:37]([F:50])([F:49])[S:38]([O:4][C@H:5]1[CH2:6][C@@:7]2([CH2:25][CH:26]=[C:27]([CH3:29])[CH3:28])[C:20](=[O:21])[C@H:11]([C:10](=[O:22])[CH:9]=[C:8]2[O:23][CH3:24])[C@:12]1([CH3:19])[CH2:13][CH2:14][CH:15]=[C:16]([CH3:17])[CH3:18])(=[O:40])=[O:39]. The catalyst class is: 828. (5) Reactant: [CH3:1][O:2][C:3]1[CH:4]=[C:5]2[C:10](=[CH:11][CH:12]=1)[C:9]([C:13](=[O:29])[C:14]1[CH:19]=[CH:18][C:17]([O:20][CH2:21][CH2:22][N:23]3[CH2:28][CH2:27][CH2:26][CH2:25][CH2:24]3)=[CH:16][CH:15]=1)=[C:8](OS(C(F)(F)F)(=O)=O)[CH:7]=[CH:6]2.[F:38][C:39]1[CH:44]=[CH:43][CH:42]=[C:41]([F:45])[C:40]=1B(O)O.P([O-])([O-])([O-])=O.[K+].[K+].[K+]. Product: [F:38][C:39]1[CH:44]=[CH:43][CH:42]=[C:41]([F:45])[C:40]=1[C:8]1[CH:7]=[CH:6][C:5]2[C:10](=[CH:11][CH:12]=[C:3]([O:2][CH3:1])[CH:4]=2)[C:9]=1[C:13]([C:14]1[CH:15]=[CH:16][C:17]([O:20][CH2:21][CH2:22][N:23]2[CH2:28][CH2:27][CH2:26][CH2:25][CH2:24]2)=[CH:18][CH:19]=1)=[O:29]. The catalyst class is: 3.